Dataset: Full USPTO retrosynthesis dataset with 1.9M reactions from patents (1976-2016). Task: Predict the reactants needed to synthesize the given product. Given the product [CH3:22][N:21]1[CH:19]2[CH2:18][CH2:17][CH:16]1[CH2:15][CH:14]([S:13][C:10]1[CH:11]=[CH:12][C:7]([C:26]3[CH:27]=[N:28][CH:29]=[N:30][CH:31]=3)=[CH:8][CH:9]=1)[CH2:20]2, predict the reactants needed to synthesize it. The reactants are: FC(F)(F)S(O[C:7]1[CH:12]=[CH:11][C:10]([S:13][CH:14]2[CH2:20][CH:19]3[N:21]([CH3:22])[CH:16]([CH2:17][CH2:18]3)[CH2:15]2)=[CH:9][CH:8]=1)(=O)=O.Br[C:26]1[CH:27]=[N:28][CH:29]=[N:30][CH:31]=1.[Cl-].[Li+].C[Sn](C)C.C[Sn](C)C.[F-].[K+].